From a dataset of Forward reaction prediction with 1.9M reactions from USPTO patents (1976-2016). Predict the product of the given reaction. (1) Given the reactants [NH2:1][C:2]1[CH:7]=[CH:6][C:5]([F:8])=[CH:4][N:3]=1.[CH:9]([C:11]1[CH:19]=[CH:18][CH:17]=[CH:16][C:12]=1[C:13]([OH:15])=[O:14])=O.[CH3:20][C:21]1[CH:26]=[CH:25][CH:24]=[C:23]([CH3:27])[C:22]=1[N+:28]#[C-:29].Cl(O)(=O)(=O)=O, predict the reaction product. The product is: [CH3:20][C:21]1[CH:26]=[CH:25][CH:24]=[C:23]([CH3:27])[C:22]=1[NH:28][C:29]1[N:3]2[CH:4]=[C:5]([F:8])[CH:6]=[CH:7][C:2]2=[N:1][C:9]=1[C:11]1[CH:19]=[CH:18][CH:17]=[CH:16][C:12]=1[C:13]([OH:15])=[O:14]. (2) Given the reactants [Br:1][C:2]1[C:3]([O:17][C:18]2[CH:23]=[CH:22][C:21]([N+:24]([O-:26])=[O:25])=[CH:20][C:19]=2[F:27])=[CH:4][C:5]2[C:9]([CH:10]=1)=[N:8][N:7](C1CCCCO1)[CH:6]=2.CO.CS(O)(=O)=O.[OH-].[Na+], predict the reaction product. The product is: [Br:1][C:2]1[CH:10]=[C:9]2[C:5]([CH:6]=[N:7][NH:8]2)=[CH:4][C:3]=1[O:17][C:18]1[CH:23]=[CH:22][C:21]([N+:24]([O-:26])=[O:25])=[CH:20][C:19]=1[F:27].